From a dataset of Experimentally validated miRNA-target interactions with 360,000+ pairs, plus equal number of negative samples. Binary Classification. Given a miRNA mature sequence and a target amino acid sequence, predict their likelihood of interaction. (1) The miRNA is hsa-miR-7111-5p with sequence UGGGGGAGGAAGGACAGGCCAU. The protein sequence of the target gene is MERPPPRAAGRDPSALRAEAPWLRAEGPGPRAAPVTVPTPPQGSSVGGGFAGLEFARPQESEPRASDLGAPRTWTGAAAGPRTPSAHIPVPAQRATPGKARLDEVMAAAALTSLSTSPLLLGAPVAAFSPEPGLEPWKEALVRPPGSYSSSSNSGDWGWDLASDQSSPSTPSPPLPPEAAHFLFGEPTLRKRKSPAQVMFQCLWKSCGKVLSTASAMQRHIRLVHLGRQAEPEQSDGEEDFYYTELDVGVDTLTDGLSSLTPVSPTASMPPAFPRLELPELLEPPALPSPLRPPAPPLPP.... Result: 1 (interaction). (2) Result: 0 (no interaction). The protein sequence of the target gene is MSDGAAARRWGKCGHSCSRESIMVAFKGVWTQAFWKAVSAEFLATLIFVLLGVGSTINWGGSENPLPVDMVLISLCFGLSIATMVQCFGHISGGHINPAVTVAMVCTRKISIAKSVFYIIAQCLGAIIGAGILYLVTPPSVVGGLGVTTVHGNLTAGHGLLVELIITFQLVFTIFASCDSKRTDVTGSIALAIGFSVAIGHLFAINYTGASMNPARSFGPAVIMGNWANHWIYWVGPIMGAVLAGALYEYVFCPDVELKRRLKEAFSKAAQQTKGSYMEVEDNRSQVETEDLILKPGVVH.... The miRNA is hsa-miR-3128 with sequence UCUGGCAAGUAAAAAACUCUCAU. (3) The miRNA is hsa-miR-374a-3p with sequence CUUAUCAGAUUGUAUUGUAAUU. The protein sequence of the target gene is MSPLLRRLLLAALLQLAPAQAPVSQPDAPGHQRKVVSWIDVYTRATCQPREVVVPLTVELMGTVAKQLVPSCVTVQRCGGCCPDDGLECVPTGQHQVRMQILMIRYPSSQLGEMSLEEHSQCECRPKKKDSAVKPDRAATPHHRPQPRSVPGWDSAPGAPSPADITHPTPAPGPSAHAAPSTTSALTPGPAAAAADAAASSVAKGGA. Result: 1 (interaction). (4) The miRNA is hsa-miR-4443 with sequence UUGGAGGCGUGGGUUUU. The protein sequence of the target gene is MAMVSEFLKQAWFIENEEQEYVQTVKSSKGGPGSAVSPYPTFNPSSDVAALHKAIMVKGVDEATIIDILTKRNNAQRQQIKAAYLQETGKPLDETLKKALTGHLEEVVLALLKTPAQFDADELRAAMKGLGTDEDTLIEILASRTNKEIRDINRVYREELKRDLAKDITSDTSGDFRNALLSLAKGDRSEDFGVNEDLADSDARALYEAGERRKGTDVNVFNTILTTRSYPQLRRVFQKYTKYSKHDMNKVLDLELKGDIEKCLTAIVKCATSKPAFFAEKLHQAMKGVGTRHKALIRIM.... Result: 0 (no interaction). (5) The miRNA is hsa-miR-3667-3p with sequence ACCUUCCUCUCCAUGGGUCUUU. The protein sequence of the target gene is MAASAHGSVWGPLRLGIPGLCCRRPPLGLYARMRRLPGPEVSGRSVAAASGPGAWGTDHYCLELLRKRDYEGYLCSLLLPAESRSSVFALRAFNVELAQVKDSVSEKTIGLMRMQFWKKTVEDIYCDNPPHQPVAIELWKAVKRHNLTKRWLMKIVDEREKNLDDKAYRNIKELENYAENTQSSLLYLTLEILGIKDLHADHAASHIGKAQGIVTCLRATPYHGSRRKVFLPMDICMLHGVSQEDFLRRNQDKNVRDVIYDIASQAHLHLKHARSFHKTVPVKAFPAFLQTVSLEDFLKK.... Result: 1 (interaction).